Dataset: Reaction yield outcomes from USPTO patents with 853,638 reactions. Task: Predict the reaction yield, written as a fraction of the theoretical maximum amount of product (1.0 means a 100% yield; for example, 0.34 means a 34% yield). (1) The reactants are [CH3:1][C:2]1[CH:7]=[CH:6][C:5]([N+:8]([O-])=O)=[CH:4][C:3]=1[O:11][CH3:12]. The catalyst is [Pd].C(O)C. The product is [NH2:8][C:5]1[CH:6]=[CH:7][C:2]([CH3:1])=[C:3]([O:11][CH3:12])[CH:4]=1. The yield is 0.980. (2) The reactants are C(=NO)C1C(=CC=CC=1)O.C([O-])([O-])=O.[Cs+].[Cs+].[NH:17]1[C:21]([C:22]2[C:27](=[O:28])[CH:26]=[CH:25][N:24]([C:29]3[CH:34]=[CH:33][CH:32]=[C:31]([C:35]([F:38])([F:37])[F:36])[CH:30]=3)[N:23]=2)=[CH:20][CH:19]=[N:18]1.I[C:40]1[S:41][CH:42]=[CH:43][CH:44]=1. The catalyst is CC#N.CCOC(C)=O.O.[Cu-]=O. The product is [S:41]1[CH:42]=[CH:43][CH:44]=[C:40]1[N:17]1[C:21]([C:22]2[C:27](=[O:28])[CH:26]=[CH:25][N:24]([C:29]3[CH:34]=[CH:33][CH:32]=[C:31]([C:35]([F:37])([F:36])[F:38])[CH:30]=3)[N:23]=2)=[CH:20][CH:19]=[N:18]1. The yield is 0.0300.